From a dataset of Catalyst prediction with 721,799 reactions and 888 catalyst types from USPTO. Predict which catalyst facilitates the given reaction. Reactant: CC(O)C.[C:5]([O:9][C:10]([NH:12][C@@H:13]([CH2:18][C:19]1[CH:24]=[CH:23][CH:22]=[CH:21][CH:20]=1)[C@H:14]([OH:17])[CH2:15]Cl)=[O:11])([CH3:8])([CH3:7])[CH3:6].[OH-].[Na+].C(O)(=O)CC(CC(O)=O)(C(O)=O)O. Product: [C:5]([O:9][C:10]([NH:12][C@@H:13]([CH2:18][C:19]1[CH:24]=[CH:23][CH:22]=[CH:21][CH:20]=1)[C@@H:14]1[O:17][CH2:15]1)=[O:11])([CH3:8])([CH3:7])[CH3:6]. The catalyst class is: 6.